From a dataset of Reaction yield outcomes from USPTO patents with 853,638 reactions. Predict the reaction yield, written as a fraction of the theoretical maximum amount of product (1.0 means a 100% yield; for example, 0.34 means a 34% yield). (1) The reactants are [CH2:1]([C:5]1[C:6]([C:31]2[CH:36]=[CH:35][CH:34]=[CH:33][CH:32]=2)=[C:7]([O:17][C:18]2[CH:23]=[CH:22][C:21](/[CH:24]=[CH:25]/[C:26]([O:28]CC)=[O:27])=[CH:20][CH:19]=2)[C:8]2[C:13]([CH:14]=1)=[CH:12][C:11]([O:15][CH3:16])=[CH:10][CH:9]=2)[CH2:2][CH2:3][CH3:4].[OH-].[Na+]. The catalyst is C1COCC1.CCO. The product is [CH2:1]([C:5]1[C:6]([C:31]2[CH:32]=[CH:33][CH:34]=[CH:35][CH:36]=2)=[C:7]([O:17][C:18]2[CH:23]=[CH:22][C:21](/[CH:24]=[CH:25]/[C:26]([OH:28])=[O:27])=[CH:20][CH:19]=2)[C:8]2[C:13]([CH:14]=1)=[CH:12][C:11]([O:15][CH3:16])=[CH:10][CH:9]=2)[CH2:2][CH2:3][CH3:4]. The yield is 0.860. (2) The reactants are [Br:1][C:2]1[C:3]([S:9]([NH:12][C:13]2[CH:21]=[CH:20][C:16]([C:17]([OH:19])=[O:18])=[C:15]([OH:22])[CH:14]=2)(=[O:11])=[O:10])=[C:4]([Cl:8])[S:5][C:6]=1[Cl:7].O[CH:24]1[CH2:28][CH2:27][O:26][CH2:25]1. No catalyst specified. The product is [Br:1][C:2]1[C:3]([S:9]([NH:12][C:13]2[CH:21]=[CH:20][C:16]([C:17]([O:19][CH:24]3[CH2:28][CH2:27][O:26][CH2:25]3)=[O:18])=[C:15]([OH:22])[CH:14]=2)(=[O:10])=[O:11])=[C:4]([Cl:8])[S:5][C:6]=1[Cl:7]. The yield is 0.450.